From a dataset of Full USPTO retrosynthesis dataset with 1.9M reactions from patents (1976-2016). Predict the reactants needed to synthesize the given product. (1) Given the product [CH2:32]([O:34][C:35](=[O:55])[CH2:36][C:37]1([C:40]2[CH:45]=[CH:44][C:43]([C:2]3[CH:3]=[CH:4][C:5]([C:8]4[O:12][N:11]=[C:10]([CH3:13])[C:9]=4[CH:14]([O:24][Si:25]([C:28]([CH3:30])([CH3:29])[CH3:31])([CH3:27])[CH3:26])[CH2:15][CH2:16][CH2:17][C:18]4[CH:23]=[CH:22][CH:21]=[CH:20][CH:19]=4)=[CH:6][CH:7]=3)=[CH:42][CH:41]=2)[CH2:39][CH2:38]1)[CH3:33], predict the reactants needed to synthesize it. The reactants are: Br[C:2]1[CH:7]=[CH:6][C:5]([C:8]2[O:12][N:11]=[C:10]([CH3:13])[C:9]=2[CH:14]([O:24][Si:25]([C:28]([CH3:31])([CH3:30])[CH3:29])([CH3:27])[CH3:26])[CH2:15][CH2:16][CH2:17][C:18]2[CH:23]=[CH:22][CH:21]=[CH:20][CH:19]=2)=[CH:4][CH:3]=1.[CH2:32]([O:34][C:35](=[O:55])[CH2:36][C:37]1([C:40]2[CH:45]=[CH:44][C:43](B3OC(C)(C)C(C)(C)O3)=[CH:42][CH:41]=2)[CH2:39][CH2:38]1)[CH3:33]. (2) Given the product [NH2:27][C:19]1[C:18]2[N:28]=[C:15]([CH2:14][N:5]3[C:1](=[O:11])[C:2]4[C:3](=[CH:7][CH:8]=[CH:9][CH:10]=4)[C:4]3=[O:6])[N:16]([CH2:29][CH:30]([CH3:31])[CH3:32])[C:17]=2[C:26]2[CH:25]=[CH:24][CH:23]=[CH:22][C:21]=2[N:20]=1, predict the reactants needed to synthesize it. The reactants are: [C:1]1(=[O:11])[NH:5][C:4](=[O:6])[C:3]2=[CH:7][CH:8]=[CH:9][CH:10]=[C:2]12.[K].Cl[CH2:14][C:15]1[N:16]([CH2:29][CH:30]([CH3:32])[CH3:31])[C:17]2[C:26]3[CH:25]=[CH:24][CH:23]=[CH:22][C:21]=3[N:20]=[C:19]([NH2:27])[C:18]=2[N:28]=1.O. (3) Given the product [CH3:1][C:2]([CH3:58])([CH2:23][CH2:24][CH2:25][CH2:26][CH2:27][C:28](=[O:57])[CH2:29][CH2:30][CH2:31][CH2:32][CH2:33][C:34]([CH3:56])([CH3:55])[CH2:35][O:36][P:37]([OH:47])([OH:39])=[O:38])[CH2:3][O:4][P:5](=[O:6])([OH:7])[OH:15], predict the reactants needed to synthesize it. The reactants are: [CH3:1][C:2]([CH3:58])([CH2:23][CH2:24][CH2:25][CH2:26][CH2:27][C:28](=[O:57])[CH2:29][CH2:30][CH2:31][CH2:32][CH2:33][C:34]([CH3:56])([CH3:55])[CH2:35][O:36][P:37]([O:47]CC1C=CC=CC=1)([O:39]CC1C=CC=CC=1)=[O:38])[CH2:3][O:4][P:5]([O:15]CC1C=CC=CC=1)([O:7]CC1C=CC=CC=1)=[O:6].[H][H]. (4) Given the product [F:25][C:26]1[CH:31]=[C:30]([C:32]([O:34][CH3:35])=[O:33])[CH:29]=[CH:28][C:27]=1[C:2]1[CH:3]=[CH:4][C:5]([O:6][CH2:7][CH:8]2[CH2:9][CH2:10][N:11]([CH2:14][C:15]3([C:19]([F:21])([F:22])[F:20])[CH2:16][CH2:17][CH2:18]3)[CH2:12][CH2:13]2)=[CH:23][CH:24]=1, predict the reactants needed to synthesize it. The reactants are: Br[C:2]1[CH:24]=[CH:23][C:5]([O:6][CH2:7][CH:8]2[CH2:13][CH2:12][N:11]([CH2:14][C:15]3([C:19]([F:22])([F:21])[F:20])[CH2:18][CH2:17][CH2:16]3)[CH2:10][CH2:9]2)=[CH:4][CH:3]=1.[F:25][C:26]1[CH:31]=[C:30]([C:32]([O:34][CH3:35])=[O:33])[CH:29]=[CH:28][C:27]=1B(O)O.C([O-])([O-])=O.[Cs+].[Cs+].COCCOC. (5) Given the product [OH:32][CH2:31][CH:30]([S:20][C:11]1[N:12]=[C:13]([C:15]2[S:16][CH:17]=[CH:18][CH:19]=2)[CH:14]=[C:9]([C:6]2[CH:7]=[CH:8][C:3]([O:2][CH3:1])=[CH:4][CH:5]=2)[C:10]=1[C:21]#[N:22])[C:33]1[CH:38]=[CH:37][CH:36]=[CH:35][CH:34]=1, predict the reactants needed to synthesize it. The reactants are: [CH3:1][O:2][C:3]1[CH:8]=[CH:7][C:6]([C:9]2[CH:14]=[C:13]([C:15]3[S:16][CH:17]=[CH:18][CH:19]=3)[NH:12][C:11](=[S:20])[C:10]=2[C:21]#[N:22])=[CH:5][CH:4]=1.C([O-])([O-])=O.[K+].[K+].Br[CH:30]([C:33]1[CH:38]=[CH:37][CH:36]=[CH:35][CH:34]=1)[CH2:31][OH:32]. (6) Given the product [C:1]([C:3]1[NH:20][C:6]2[C:7]([C:14]([O:16][CH:17]([CH3:18])[CH3:19])=[O:15])=[CH:8][N:9]([C:27]([CH:24]3[CH2:25][CH2:26][O:21][CH2:22][CH2:23]3)=[O:28])[CH2:10][C:11]([CH3:13])([CH3:12])[C:5]=2[CH:4]=1)#[N:2], predict the reactants needed to synthesize it. The reactants are: [C:1]([C:3]1[NH:20][C:6]2[C:7]([C:14]([O:16][CH:17]([CH3:19])[CH3:18])=[O:15])=[CH:8][NH:9][CH2:10][C:11]([CH3:13])([CH3:12])[C:5]=2[CH:4]=1)#[N:2].[O:21]1[CH2:26][CH2:25][CH:24]([C:27](Cl)=[O:28])[CH2:23][CH2:22]1. (7) Given the product [Cl:10][CH2:11][CH2:12][CH2:13][CH2:14][C:15]([C:6]1[CH:5]=[C:4]2[C:9](=[CH:8][CH:7]=1)[CH2:1][CH2:2][CH2:3]2)=[O:16], predict the reactants needed to synthesize it. The reactants are: [CH2:1]1[C:9]2[C:4](=[CH:5][CH:6]=[CH:7][CH:8]=2)[CH2:3][CH2:2]1.[Cl:10][CH2:11][CH2:12][CH2:13][CH2:14][C:15](Cl)=[O:16].[Cl-].[Al+3].[Cl-].[Cl-]. (8) Given the product [NH2:2][C:3]1[C:4]2[C:14]([O:15][CH2:16][C:17]([NH:20][C:30](=[O:31])[C:29]3[CH:33]=[CH:34][N:35]=[C:27]([NH:26][C:21](=[O:25])[CH:22]([CH3:23])[CH3:24])[CH:28]=3)([CH3:18])[CH3:19])=[CH:13][CH:12]=[CH:11][C:5]=2[NH:6][S:7](=[O:10])(=[O:9])[N:8]=1, predict the reactants needed to synthesize it. The reactants are: Cl.[NH2:2][C:3]1[C:4]2[C:14]([O:15][CH2:16][C:17]([NH2:20])([CH3:19])[CH3:18])=[CH:13][CH:12]=[CH:11][C:5]=2[NH:6][S:7](=[O:10])(=[O:9])[N:8]=1.[C:21]([NH:26][C:27]1[CH:28]=[C:29]([CH:33]=[CH:34][N:35]=1)[C:30](O)=[O:31])(=[O:25])[CH:22]([CH3:24])[CH3:23].